Dataset: Merck oncology drug combination screen with 23,052 pairs across 39 cell lines. Task: Regression. Given two drug SMILES strings and cell line genomic features, predict the synergy score measuring deviation from expected non-interaction effect. (1) Drug 1: N#Cc1ccc(Cn2cncc2CN2CCN(c3cccc(Cl)c3)C(=O)C2)cc1. Drug 2: O=C(NOCC(O)CO)c1ccc(F)c(F)c1Nc1ccc(I)cc1F. Cell line: NCIH23. Synergy scores: synergy=12.2. (2) Drug 1: NC1(c2ccc(-c3nc4ccn5c(=O)[nH]nc5c4cc3-c3ccccc3)cc2)CCC1. Drug 2: CC1(c2nc3c(C(N)=O)cccc3[nH]2)CCCN1. Cell line: HT29. Synergy scores: synergy=4.77. (3) Drug 1: C#Cc1cccc(Nc2ncnc3cc(OCCOC)c(OCCOC)cc23)c1. Drug 2: CC1(c2nc3c(C(N)=O)cccc3[nH]2)CCCN1. Cell line: SKMES1. Synergy scores: synergy=1.87. (4) Synergy scores: synergy=-3.32. Drug 1: CN1C(=O)C=CC2(C)C3CCC4(C)C(NC(=O)OCC(F)(F)F)CCC4C3CCC12. Drug 2: O=C(NOCC(O)CO)c1ccc(F)c(F)c1Nc1ccc(I)cc1F. Cell line: NCIH1650. (5) Drug 1: CC1CC2C3CCC4=CC(=O)C=CC4(C)C3(F)C(O)CC2(C)C1(O)C(=O)CO. Drug 2: CC(C)CC(NC(=O)C(Cc1ccccc1)NC(=O)c1cnccn1)B(O)O. Cell line: LOVO. Synergy scores: synergy=8.38. (6) Drug 1: COc1cccc2c1C(=O)c1c(O)c3c(c(O)c1C2=O)CC(O)(C(=O)CO)CC3OC1CC(N)C(O)C(C)O1. Drug 2: Cn1cc(-c2cnn3c(N)c(Br)c(C4CCCNC4)nc23)cn1. Cell line: MSTO. Synergy scores: synergy=-4.80. (7) Drug 1: CC1CC2C3CCC4=CC(=O)C=CC4(C)C3(F)C(O)CC2(C)C1(O)C(=O)CO. Drug 2: Cn1cc(-c2cnn3c(N)c(Br)c(C4CCCNC4)nc23)cn1. Cell line: HCT116. Synergy scores: synergy=-0.229.